From a dataset of Forward reaction prediction with 1.9M reactions from USPTO patents (1976-2016). Predict the product of the given reaction. (1) Given the reactants [Cl:1][CH2:2][CH2:3][CH2:4][O:5][C:6]1[CH:11]=[CH:10][CH:9]=[CH:8][CH:7]=1.[NH2:12][CH2:13][CH2:14][CH2:15][C:16](O)=O, predict the reaction product. The product is: [Cl:1][CH2:2][CH2:3][CH2:4][O:5][C:6]1[CH:11]=[CH:10][C:9]([C:16]2[CH2:15][CH2:14][CH2:13][N:12]=2)=[CH:8][CH:7]=1. (2) Given the reactants Cl[C:2]1[C:3]([NH2:9])=[N:4][CH:5]=[N:6][C:7]=1Cl.[NH2:10][CH2:11][CH:12]1[CH2:17][CH2:16][N:15]([C:18]([O:20]C(C)(C)C)=O)[CH2:14][CH2:13]1.[N:25]1[CH:30]=[CH:29][CH:28]=[C:27]([O:31][C:32]2[CH:37]=[CH:36][C:35](B(O)O)=[CH:34][CH:33]=2)[CH:26]=1.[C:41](Cl)(=O)[CH:42]=C, predict the reaction product. The product is: [NH2:9][C:3]1[N:4]=[CH:5][N:6]=[C:7]([NH:10][CH2:11][CH:12]2[CH2:13][CH2:14][N:15]([C:18](=[O:20])[CH:41]=[CH2:42])[CH2:16][CH2:17]2)[C:2]=1[C:35]1[CH:36]=[CH:37][C:32]([O:31][C:27]2[CH:26]=[N:25][CH:30]=[CH:29][CH:28]=2)=[CH:33][CH:34]=1. (3) Given the reactants [I:1][C:2]1[CH:3]=[CH:4][C:5]2[N:6]([CH:8]=[C:9]([C:11]3[CH:16]=[CH:15][C:14]([N+:17]([O-])=O)=[CH:13][CH:12]=3)[N:10]=2)[CH:7]=1.O.O.[Sn](Cl)Cl, predict the reaction product. The product is: [I:1][C:2]1[CH:3]=[CH:4][C:5]2[N:6]([CH:8]=[C:9]([C:11]3[CH:16]=[CH:15][C:14]([NH2:17])=[CH:13][CH:12]=3)[N:10]=2)[CH:7]=1. (4) Given the reactants CC1(C)C(C)(C)[O:5][B:4]([C:9]2[CH:17]=[CH:16][C:15]([C:18]([O:20][CH3:21])=[O:19])=[C:14]3[C:10]=2[CH:11]=[CH:12][N:13]3[S:22]([C:25]2[CH:31]=[CH:30][C:28]([CH3:29])=[CH:27][CH:26]=2)(=[O:24])=[O:23])[O:3]1.B1(B2OC(C)(C)C(C)(C)O2)OC(C)(C)C(C)(C)O1.Cl, predict the reaction product. The product is: [CH3:21][O:20][C:18]([C:15]1[CH:16]=[CH:17][C:9]([B:4]([OH:3])[OH:5])=[C:10]2[C:14]=1[N:13]([S:22]([C:25]1[CH:31]=[CH:30][C:28]([CH3:29])=[CH:27][CH:26]=1)(=[O:23])=[O:24])[CH:12]=[CH:11]2)=[O:19]. (5) Given the reactants C([N:5]([CH:9]1[CH2:13][CH2:12][CH2:11][CH2:10]1)[C:6]([NH2:8])=[S:7])(C)(C)C, predict the reaction product. The product is: [CH:9]1([NH:5][C:6]([NH2:8])=[S:7])[CH2:13][CH2:12][CH2:11][CH2:10]1.